Dataset: Catalyst prediction with 721,799 reactions and 888 catalyst types from USPTO. Task: Predict which catalyst facilitates the given reaction. (1) Reactant: [NH2:1][C@H:2]([C:12]1[C:17]([C:18]2[CH:19]=[CH:20][CH:21]=[C:22]3[C:26]=2[N:25]([CH3:27])[N:24]=[C:23]3[NH:28][S:29]([CH3:32])(=[O:31])=[O:30])=[CH:16][CH:15]=[C:14]([C:33]#[C:34][CH:35]2[CH2:40][CH2:39][O:38][CH2:37][CH2:36]2)[N:13]=1)[CH2:3][C:4]1[CH:9]=[C:8]([F:10])[CH:7]=[C:6]([F:11])[CH:5]=1.[F:41][C:42]1([F:66])[C:46]2[N:47]([CH2:54][C:55](ON3C(=O)CCC3=O)=[O:56])[N:48]=[C:49]([C:50]([F:53])([F:52])[F:51])[C:45]=2[C@H:44]2[CH2:65][C@@H:43]12. Product: [F:66][C:42]1([F:41])[C:46]2[N:47]([CH2:54][C:55]([NH:1][C@H:2]([C:12]3[C:17]([C:18]4[CH:19]=[CH:20][CH:21]=[C:22]5[C:26]=4[N:25]([CH3:27])[N:24]=[C:23]5[NH:28][S:29]([CH3:32])(=[O:31])=[O:30])=[CH:16][CH:15]=[C:14]([C:33]#[C:34][CH:35]4[CH2:40][CH2:39][O:38][CH2:37][CH2:36]4)[N:13]=3)[CH2:3][C:4]3[CH:5]=[C:6]([F:11])[CH:7]=[C:8]([F:10])[CH:9]=3)=[O:56])[N:48]=[C:49]([C:50]([F:53])([F:52])[F:51])[C:45]=2[C@H:44]2[CH2:65][C@@H:43]12. The catalyst class is: 10. (2) Reactant: [Cl:1][C:2]1[S:6][C:5]([C:7]([OH:9])=O)=[CH:4][CH:3]=1.[I:10][C:11]1[CH:16]=[CH:15][C:14]([N:17]2[CH:21]=[C:20]([CH2:22][NH2:23])[N:19]=[CH:18]2)=[CH:13][CH:12]=1.F[P-](F)(F)(F)(F)F.N1(O[P+](N(C)C)(N(C)C)N(C)C)C2C=CC=CC=2N=N1.O. Product: [Cl:1][C:2]1[S:6][C:5]([C:7]([NH:23][CH2:22][C:20]2[N:19]=[CH:18][N:17]([C:14]3[CH:15]=[CH:16][C:11]([I:10])=[CH:12][CH:13]=3)[CH:21]=2)=[O:9])=[CH:4][CH:3]=1. The catalyst class is: 31. (3) Reactant: [N:1]1[CH:6]=[CH:5][C:4]([C:7]2[C:12]3[S:13][C:14]([S:16]([NH2:19])(=[O:18])=[O:17])=[CH:15][C:11]=3[CH:10]=[CH:9][CH:8]=2)=[CH:3][CH:2]=1.C(N(CC)CC)C.C1(O[C:34](Cl)=[O:35])C=CC=CC=1.[Br:37][C:38]1[S:42][C:41]([NH2:43])=[N:40][CH:39]=1. Product: [Br:37][C:38]1[S:42][C:41]([NH:43][C:34]([NH:19][S:16]([C:14]2[S:13][C:12]3[C:7]([C:4]4[CH:3]=[CH:2][N:1]=[CH:6][CH:5]=4)=[CH:8][CH:9]=[CH:10][C:11]=3[CH:15]=2)(=[O:18])=[O:17])=[O:35])=[N:40][CH:39]=1. The catalyst class is: 10. (4) Reactant: [Br:1][C:2]1[CH:10]=[N:9][CH:8]=[CH:7][C:3]=1[C:4](O)=[O:5].ClC(OC)=O.[BH4-].[Na+]. Product: [Br:1][C:2]1[CH:10]=[N:9][CH:8]=[CH:7][C:3]=1[CH2:4][OH:5]. The catalyst class is: 20.